Dataset: NCI-60 drug combinations with 297,098 pairs across 59 cell lines. Task: Regression. Given two drug SMILES strings and cell line genomic features, predict the synergy score measuring deviation from expected non-interaction effect. (1) Drug 1: CN(C)C1=NC(=NC(=N1)N(C)C)N(C)C. Drug 2: CN(C(=O)NC(C=O)C(C(C(CO)O)O)O)N=O. Cell line: SK-MEL-28. Synergy scores: CSS=-4.76, Synergy_ZIP=0.199, Synergy_Bliss=-2.83, Synergy_Loewe=-7.45, Synergy_HSA=-7.27. (2) Drug 1: COC1=NC(=NC2=C1N=CN2C3C(C(C(O3)CO)O)O)N. Drug 2: C1=NNC2=C1C(=O)NC=N2. Cell line: CCRF-CEM. Synergy scores: CSS=48.5, Synergy_ZIP=0.533, Synergy_Bliss=0.881, Synergy_Loewe=-14.1, Synergy_HSA=0.930. (3) Drug 1: CC(C1=C(C=CC(=C1Cl)F)Cl)OC2=C(N=CC(=C2)C3=CN(N=C3)C4CCNCC4)N. Drug 2: CS(=O)(=O)C1=CC(=C(C=C1)C(=O)NC2=CC(=C(C=C2)Cl)C3=CC=CC=N3)Cl. Cell line: SW-620. Synergy scores: CSS=11.7, Synergy_ZIP=-2.36, Synergy_Bliss=4.13, Synergy_Loewe=-9.44, Synergy_HSA=1.11. (4) Drug 1: C1=CN(C(=O)N=C1N)C2C(C(C(O2)CO)O)O.Cl. Drug 2: CN1C2=C(C=C(C=C2)N(CCCl)CCCl)N=C1CCCC(=O)O.Cl. Cell line: CAKI-1. Synergy scores: CSS=45.9, Synergy_ZIP=4.66, Synergy_Bliss=6.94, Synergy_Loewe=-13.4, Synergy_HSA=4.14.